Dataset: Forward reaction prediction with 1.9M reactions from USPTO patents (1976-2016). Task: Predict the product of the given reaction. (1) Given the reactants Cl.[CH3:2][O:3][NH:4][CH3:5].C[Al](C)C.[CH3:10][C:11]([C:24]1[CH:29]=[CH:28][C:27]([S:30][CH3:31])=[CH:26][N:25]=1)([CH2:17][CH:18]1[CH2:23][CH2:22][O:21][CH2:20][CH2:19]1)[C:12]([O:14]CC)=O.C(=O)([O-])O.[Na+].[C@H](O)(C([O-])=O)[C@@H](O)C([O-])=O.[Na+].[K+], predict the reaction product. The product is: [CH3:2][O:3][N:4]([CH3:5])[C:12](=[O:14])[C:11]([CH3:10])([C:24]1[CH:29]=[CH:28][C:27]([S:30][CH3:31])=[CH:26][N:25]=1)[CH2:17][CH:18]1[CH2:19][CH2:20][O:21][CH2:22][CH2:23]1. (2) Given the reactants [BH4-].[Na+].[CH3:3][O:4][C:5]1[N:6]=[C:7]2[C:12](=[CH:13][CH:14]=1)[N:11]=[CH:10][CH:9]=[C:8]2[NH:15][C:16]([N:18]1[CH2:23][CH2:22][N:21]([CH2:24][C:25](=[O:36])[C:26]2[CH:35]=[N:34][C:33]3[C:28](=[CH:29][CH:30]=[CH:31][CH:32]=3)[N:27]=2)[CH2:20][CH2:19]1)=[O:17], predict the reaction product. The product is: [CH3:3][O:4][C:5]1[N:6]=[C:7]2[C:12](=[CH:13][CH:14]=1)[N:11]=[CH:10][CH:9]=[C:8]2[NH:15][C:16]([N:18]1[CH2:19][CH2:20][N:21]([CH2:24][CH:25]([OH:36])[C:26]2[CH:35]=[N:34][C:33]3[C:28](=[CH:29][CH:30]=[CH:31][CH:32]=3)[N:27]=2)[CH2:22][CH2:23]1)=[O:17]. (3) Given the reactants [C:1]1([CH2:7][CH2:8][S:9]([N:12]2[CH2:17][CH2:16][CH:15]([CH2:18][NH2:19])[CH2:14][CH2:13]2)(=[O:11])=[O:10])[CH:6]=[CH:5][CH:4]=[CH:3][CH:2]=1.[C:20]([O:24][C:25]([NH:27][C:28]1[N:33]=[CH:32][C:31]([C:34]([OH:36])=[O:35])=[CH:30][N:29]=1)=[O:26])([CH3:23])([CH3:22])[CH3:21], predict the reaction product. The product is: [C:20]([O:24][C:25](=[O:26])[NH:27][C:28]1[N:33]=[CH:32][C:31]([C:34](=[O:35])[NH:19][CH2:18][CH:15]2[CH2:14][CH2:13][N:12]([S:9]([CH2:8][CH2:7][C:1]3[CH:6]=[CH:5][CH:4]=[CH:3][CH:2]=3)(=[O:10])=[O:11])[CH2:17][CH2:16]2)=[CH:30][N:29]=1)([CH3:23])([CH3:21])[CH3:22].[C:20]([O:24][C:25](=[O:26])[NH:27][C:28]1[N:29]=[CH:30][C:31]([C:34](=[O:36])[NH:19][CH2:18][CH:15]2[CH2:16][CH2:17][N:12]([S:9]([CH2:8][CH2:7][C:1]3[CH:2]=[CH:3][CH:4]=[CH:5][CH:6]=3)(=[O:11])=[O:10])[CH2:13][CH2:14]2)=[CH:32][N:33]=1)([CH3:21])([CH3:22])[CH3:23]. (4) Given the reactants [CH3:1][C:2]1[CH:6]=[C:5]([C:7]([OH:9])=[O:8])[S:4][N:3]=1.F[P-](F)(F)(F)(F)F.C[N+](C)=C(N(C)C)[O:20][N:21]1[C:25]2[N:26]=[CH:27][CH:28]=[CH:29][C:24]=2N=N1.[CH2:34](N(CC)CC)[CH3:35].CC1C=COC=1C([NH:49][CH2:50][C:51]1[CH:52]=[C:53]2[C:57](=[CH:58][CH:59]=1)[NH:56][C:55]([CH3:60])=[CH:54]2)=O, predict the reaction product. The product is: [OH:20][CH2:60][C:55]1[NH:56][C:57]2[C:53]([CH:54]=1)=[CH:52][C:51]([CH2:50][NH:49][C:7]([C:5]1[S:4][N:3]=[C:2]([CH3:1])[CH:6]=1)=[O:9])=[CH:59][CH:58]=2.[CH2:34]([O:9][C:7]([C:5]1[NH:26][C:27]2[C:2]([CH:6]=1)=[CH:1][C:24]([C:25]#[N:21])=[CH:29][CH:28]=2)=[O:8])[CH3:35].